From a dataset of Full USPTO retrosynthesis dataset with 1.9M reactions from patents (1976-2016). Predict the reactants needed to synthesize the given product. (1) Given the product [Br:1][C:2]1[CH:7]=[CH:6][C:5]([O:8][CH2:9][C:10]2[CH:15]=[CH:14][C:13]([Cl:16])=[CH:12][CH:11]=2)=[C:4]([CH2:17][N:26]([CH3:27])[CH3:25])[CH:3]=1, predict the reactants needed to synthesize it. The reactants are: [Br:1][C:2]1[CH:7]=[CH:6][C:5]([O:8][CH2:9][C:10]2[CH:15]=[CH:14][C:13]([Cl:16])=[CH:12][CH:11]=2)=[C:4]([CH2:17]Br)[CH:3]=1.C([O-])([O-])=O.[Cs+].[Cs+].[CH3:25][N:26](C=O)[CH3:27]. (2) The reactants are: NC1C=CN=CC=1.[O:8]1[C@@H:10]([CH2:11][CH2:12][CH2:13][CH3:14])[CH2:9]1.[C]=O.[H][H].[C:19]([O:22][CH2:23][CH3:24])(=[O:21])C. Given the product [CH2:23]([O:22][C:19](=[O:21])[CH2:9][C@@H:10]([OH:8])[CH2:11][CH2:12][CH2:13][CH3:14])[CH3:24], predict the reactants needed to synthesize it. (3) Given the product [CH3:8][C:2]([S:1][S:17][CH3:16])([CH3:9])[CH2:3][CH2:4][C:5]([OH:7])=[O:6], predict the reactants needed to synthesize it. The reactants are: [SH:1][C:2]([CH3:9])([CH3:8])[CH2:3][CH2:4][C:5]([OH:7])=[O:6].C(=O)([O-])[O-].[Na+].[Na+].[CH3:16][S:17]S(C)(=O)=O. (4) Given the product [Si:1]([O:8][CH2:9][CH2:10][NH:11][C:12]([C:14]1[N:15]=[C:16]([N:19]2[CH2:22][CH:21]([O:23][S:25]([CH3:24])(=[O:27])=[O:26])[CH2:20]2)[S:17][CH:18]=1)=[O:13])([C:4]([CH3:7])([CH3:5])[CH3:6])([CH3:3])[CH3:2], predict the reactants needed to synthesize it. The reactants are: [Si:1]([O:8][CH2:9][CH2:10][NH:11][C:12]([C:14]1[N:15]=[C:16]([N:19]2[CH2:22][CH:21]([OH:23])[CH2:20]2)[S:17][CH:18]=1)=[O:13])([C:4]([CH3:7])([CH3:6])[CH3:5])([CH3:3])[CH3:2].[CH3:24][S:25](Cl)(=[O:27])=[O:26].C(N(CC)CC)C.CO. (5) The reactants are: [NH2:1][CH2:2][CH2:3][NH:4][C@@H:5]([C@@H:13]([CH3:16])[CH2:14][CH3:15])[C:6]([O:8][C:9]([CH3:12])([CH3:11])[CH3:10])=[O:7].[CH:17]([C:20]1[S:21][CH:22]=[C:23]([CH:25]=O)[N:24]=1)([CH3:19])[CH3:18].[BH4-].[Na+].[N+](C1C=C[C:35]([O:38]C(=O)OC2C=CC([N+]([O-])=O)=CC=2)=CC=1)([O-])=O. Given the product [CH:17]([C:20]1[S:21][CH:22]=[C:23]([CH2:25][N:1]2[CH2:2][CH2:3][N:4]([C@@H:5]([C@@H:13]([CH3:16])[CH2:14][CH3:15])[C:6]([O:8][C:9]([CH3:10])([CH3:11])[CH3:12])=[O:7])[C:35]2=[O:38])[N:24]=1)([CH3:18])[CH3:19], predict the reactants needed to synthesize it.